Regression. Given a peptide amino acid sequence and an MHC pseudo amino acid sequence, predict their binding affinity value. This is MHC class I binding data. From a dataset of Peptide-MHC class I binding affinity with 185,985 pairs from IEDB/IMGT. (1) The peptide sequence is SRKASNTIL. The MHC is HLA-B39:01 with pseudo-sequence HLA-B39:01. The binding affinity (normalized) is 0.421. (2) The peptide sequence is RDYRTISPR. The MHC is HLA-B35:01 with pseudo-sequence HLA-B35:01. The binding affinity (normalized) is 0.0847. (3) The peptide sequence is LPADPASVL. The MHC is HLA-B07:02 with pseudo-sequence HLA-B07:02. The binding affinity (normalized) is 0.547. (4) The peptide sequence is KSMRDQRKG. The MHC is HLA-A11:01 with pseudo-sequence HLA-A11:01. The binding affinity (normalized) is 0.00507. (5) The peptide sequence is NETTQALQL. The MHC is HLA-B27:03 with pseudo-sequence HLA-B27:03. The binding affinity (normalized) is 0.0847.